This data is from NCI-60 drug combinations with 297,098 pairs across 59 cell lines. The task is: Regression. Given two drug SMILES strings and cell line genomic features, predict the synergy score measuring deviation from expected non-interaction effect. Drug 2: CN(CC1=CN=C2C(=N1)C(=NC(=N2)N)N)C3=CC=C(C=C3)C(=O)NC(CCC(=O)O)C(=O)O. Cell line: HOP-92. Synergy scores: CSS=0.968, Synergy_ZIP=-2.07, Synergy_Bliss=-3.67, Synergy_Loewe=-9.97, Synergy_HSA=-4.91. Drug 1: CNC(=O)C1=CC=CC=C1SC2=CC3=C(C=C2)C(=NN3)C=CC4=CC=CC=N4.